This data is from Reaction yield outcomes from USPTO patents with 853,638 reactions. The task is: Predict the reaction yield, written as a fraction of the theoretical maximum amount of product (1.0 means a 100% yield; for example, 0.34 means a 34% yield). (1) The reactants are [F:1][C:2]([F:16])([C:6]1[CH:11]=[CH:10][CH:9]=[C:8]([S:12]([CH3:15])(=[O:14])=[O:13])[CH:7]=1)[C:3]([OH:5])=O.P(Cl)(Cl)(Cl)=O.Cl.[NH2:23][CH2:24][C:25]1[CH:26]=[C:27]2[C:31](=[CH:32][CH:33]=1)[C:30](=[O:34])[N:29]([CH:35]1[CH2:40][CH2:39][C:38](=[O:41])[NH:37][C:36]1=[O:42])[CH2:28]2.C(=O)(O)[O-].[Na+]. The catalyst is N1C=CC=CC=1. The product is [O:42]=[C:36]1[CH:35]([N:29]2[CH2:28][C:27]3[C:31](=[CH:32][CH:33]=[C:25]([CH2:24][NH:23][C:3](=[O:5])[C:2]([F:1])([F:16])[C:6]4[CH:11]=[CH:10][CH:9]=[C:8]([S:12]([CH3:15])(=[O:14])=[O:13])[CH:7]=4)[CH:26]=3)[C:30]2=[O:34])[CH2:40][CH2:39][C:38](=[O:41])[NH:37]1. The yield is 0.150. (2) The reactants are Cl[C:2]1[C:7]([C:8]([F:11])([F:10])[F:9])=[CH:6][N:5]=[C:4]([NH:12][C:13]2[CH:18]=[CH:17][C:16]([P:19]([CH3:22])([CH3:21])=[O:20])=[CH:15][CH:14]=2)[N:3]=1.C(N(CC)CC)C.[C:30]12([NH2:40])[CH2:39][CH:34]3[CH2:35][CH:36]([CH2:38][CH:32]([CH2:33]3)[CH2:31]1)[CH2:37]2. The catalyst is C(O)C. The product is [CH3:21][P:19]([C:16]1[CH:17]=[CH:18][C:13]([NH:12][C:4]2[N:3]=[C:2]([NH:40][C:30]34[CH2:31][CH:32]5[CH2:38][CH:36]([CH2:35][CH:34]([CH2:33]5)[CH2:39]3)[CH2:37]4)[C:7]([C:8]([F:11])([F:10])[F:9])=[CH:6][N:5]=2)=[CH:14][CH:15]=1)([CH3:22])=[O:20]. The yield is 0.0800. (3) The reactants are [CH2:1]([Li])[CH2:2][CH2:3][CH3:4].[C:6]([C:9]1[C:10]([O:27][CH2:28][C:29]2[CH:34]=[CH:33][CH:32]=[CH:31][CH:30]=2)=[CH:11][C:12]([O:19]CC2C=CC=CC=2)=[C:13]([CH:18]=1)[C:14]([O:16][CH3:17])=[O:15])(=O)[CH3:7].[CH3:35]O.O1C[CH2:40][CH2:39][CH2:38]1. The catalyst is [Br-].C[P+](C1C=CC=CC=1)(C1C=CC=CC=1)C1C=CC=CC=1. The product is [CH2:1]([O:19][C:12]1[CH:11]=[C:10]([O:27][CH2:28][C:29]2[CH:34]=[CH:33][CH:32]=[CH:31][CH:30]=2)[C:9]([C:6]([CH3:35])=[CH2:7])=[CH:18][C:13]=1[C:14]([O:16][CH3:17])=[O:15])[C:2]1[CH:40]=[CH:39][CH:38]=[CH:4][CH:3]=1. The yield is 0.360. (4) The reactants are [C:1](/[N:3]=[C:4](\[S:15][CH3:16])/[NH:5][C:6]1[CH:11]=[C:10]([Cl:12])[C:9]([Cl:13])=[C:8]([Cl:14])[CH:7]=1)#[N:2].[H-].[Na+].[CH3:19]I. The catalyst is CN(C=O)C.CCOC(C)=O. The product is [C:1](/[N:3]=[C:4](\[S:15][CH3:16])/[N:5]([CH3:19])[C:6]1[CH:7]=[C:8]([Cl:14])[C:9]([Cl:13])=[C:10]([Cl:12])[CH:11]=1)#[N:2]. The yield is 0.340. (5) The reactants are [NH2:1][C@H:2]([C:13]([OH:15])=[O:14])[CH2:3][C:4]1[C:12]2[C:7](=[CH:8][CH:9]=[CH:10][CH:11]=2)[NH:6][CH:5]=1.[N:16]([C:23]([O:25][C:26]([CH3:29])(C)C)=[O:24])([CH3:22])[C@H:17]([C:19]([OH:21])=O)[CH3:18].C1[CH:31]=[CH:32][C:33]2N(O)N=N[C:34]=2[CH:35]=1.CN1CCO[CH2:43][CH2:42]1.CCN=C=NCCCN(C)C.Cl. The catalyst is C1COCC1. The product is [CH2:26]([O:25][C:23]([N:16]([CH3:22])[C@@H:17]([CH3:18])[C:19]([NH:1][C@@H:2]([CH2:3][C:4]1[C:12]2[C:7](=[CH:8][CH:9]=[CH:10][CH:11]=2)[NH:6][CH:5]=1)[C:13]([O:15][CH2:42][CH3:43])=[O:14])=[O:21])=[O:24])[C:29]1[CH:31]=[CH:32][CH:33]=[CH:34][CH:35]=1. The yield is 0.790. (6) The reactants are [CH3:1][O:2][C:3]([C:5]1[CH:13]=[C:12]2[C:8]([C:9]([CH:16]=[O:17])=[CH:10][N:11]2[CH2:14][CH3:15])=[CH:7][CH:6]=1)=[O:4].CC1C=CC(S([CH2:28][N+:29]#[C-:30])(=O)=O)=CC=1.C([O-])([O-])=O.[K+].[K+]. The catalyst is CO. The product is [CH2:14]([N:11]1[C:12]2[C:8](=[CH:7][CH:6]=[C:5]([C:3]([O:2][CH3:1])=[O:4])[CH:13]=2)[C:9]([C:16]2[O:17][CH:30]=[N:29][CH:28]=2)=[CH:10]1)[CH3:15]. The yield is 0.230.